The task is: Regression. Given a peptide amino acid sequence and an MHC pseudo amino acid sequence, predict their binding affinity value. This is MHC class II binding data.. This data is from Peptide-MHC class II binding affinity with 134,281 pairs from IEDB. (1) The peptide sequence is GANYFLQISRVNDLN. The MHC is HLA-DQA10401-DQB10402 with pseudo-sequence HLA-DQA10401-DQB10402. The binding affinity (normalized) is 0.357. (2) The peptide sequence is INEPTAAAIAGGLDR. The MHC is HLA-DQA10501-DQB10301 with pseudo-sequence HLA-DQA10501-DQB10301. The binding affinity (normalized) is 0.692. (3) The peptide sequence is SEGSKVEITKLKSKN. The MHC is DRB1_0101 with pseudo-sequence DRB1_0101. The binding affinity (normalized) is 0.218.